From a dataset of NCI-60 drug combinations with 297,098 pairs across 59 cell lines. Regression. Given two drug SMILES strings and cell line genomic features, predict the synergy score measuring deviation from expected non-interaction effect. (1) Cell line: MALME-3M. Synergy scores: CSS=-0.884, Synergy_ZIP=-2.05, Synergy_Bliss=-3.95, Synergy_Loewe=-6.69, Synergy_HSA=-5.34. Drug 2: C1=NC2=C(N=C(N=C2N1C3C(C(C(O3)CO)O)O)F)N. Drug 1: CS(=O)(=O)C1=CC(=C(C=C1)C(=O)NC2=CC(=C(C=C2)Cl)C3=CC=CC=N3)Cl. (2) Drug 1: CC1=C(C=C(C=C1)NC2=NC=CC(=N2)N(C)C3=CC4=NN(C(=C4C=C3)C)C)S(=O)(=O)N.Cl. Drug 2: CC1C(C(CC(O1)OC2CC(CC3=C2C(=C4C(=C3O)C(=O)C5=CC=CC=C5C4=O)O)(C(=O)C)O)N)O. Cell line: HL-60(TB). Synergy scores: CSS=39.8, Synergy_ZIP=8.24, Synergy_Bliss=5.80, Synergy_Loewe=-3.50, Synergy_HSA=4.95. (3) Drug 1: C1CCN(CC1)CCOC2=CC=C(C=C2)C(=O)C3=C(SC4=C3C=CC(=C4)O)C5=CC=C(C=C5)O. Drug 2: C1CC(=O)NC(=O)C1N2C(=O)C3=CC=CC=C3C2=O. Cell line: HS 578T. Synergy scores: CSS=0.373, Synergy_ZIP=4.67, Synergy_Bliss=9.82, Synergy_Loewe=1.58, Synergy_HSA=1.65.